Dataset: Experimentally validated miRNA-target interactions with 360,000+ pairs, plus equal number of negative samples. Task: Binary Classification. Given a miRNA mature sequence and a target amino acid sequence, predict their likelihood of interaction. (1) The miRNA is hsa-miR-520h with sequence ACAAAGUGCUUCCCUUUAGAGU. The protein sequence of the target gene is MLYLEDYLEMIEQLPMDLRDRFTEMREMDLQVQNAMDQLEQRVSEFFMNAKKNKPEWREEQMASIKKDYYKALEDADEKVQLANQIYDLVDRHLRKLDQELAKFKMELEADNAGITEILERRSLELDTPSQPVNNHHAHSHTPVEKRKYNPTSHHTTTDHIPEKKFKSEALLSTLTSDASKENTLGCRNNNSTASSNNAYNVNSSQPLGSYNIGSLSSGTGAGAITMAAAQAVQATAQMKEGRRTSSLKASYEAFKNNDFQLGKEFSMARETVGYSSSSALMTTLTQNASSSAADSRSGR.... Result: 0 (no interaction). (2) The miRNA is hsa-miR-378j with sequence ACUGGAUUUGGAGCCAGAA. The protein sequence of the target gene is MQRRLVQQWSVAVFLLSYAVPSCGRSVEGLSRRLKRAVSEHQLLHDKGKSIQDLRRRFFLHHLIAEIHTAEIRATSEVSPNSKPSPNTKNHPVRFGSDDEGRYLTQETNKVETYKEQPLKTPGKKKKGKPGKRKEQEKKKRRTRSAWLDSGVTGSGLEGDHLSDTSTTSLELDSRRH. Result: 0 (no interaction).